Dataset: Forward reaction prediction with 1.9M reactions from USPTO patents (1976-2016). Task: Predict the product of the given reaction. (1) The product is: [NH2:28][C:23]1[CH:24]=[CH:25][CH:26]=[CH:27][C:22]=1[NH:21][C:19](=[O:20])[C:18]1[CH:17]=[CH:16][C:15]([C:3]2[C:2]([Cl:1])=[CH:7][C:6]([OH:8])=[CH:5][N:4]=2)=[CH:37][CH:36]=1. Given the reactants [Cl:1][C:2]1[C:3]([C:15]2[CH:37]=[CH:36][C:18]([C:19]([NH:21][C:22]3[CH:27]=[CH:26][CH:25]=[CH:24][C:23]=3[NH:28]C(=O)OC(C)(C)C)=[O:20])=[CH:17][CH:16]=2)=[N:4][CH:5]=[C:6]([O:8]COCCOC)[CH:7]=1.Cl.O1CCOCC1, predict the reaction product. (2) Given the reactants [OH:1][C:2]1[C:7]([CH2:8][CH2:9][CH3:10])=[C:6]([O:11][CH2:12][CH2:13][CH2:14][CH2:15][NH:16][C:17]2[CH:22]=[CH:21][C:20]([C:23]3[N:24]=[N:25][NH:26][N:27]=3)=[CH:19][CH:18]=2)[CH:5]=[CH:4][C:3]=1[C:28](=[O:30])[CH3:29].[ClH:31], predict the reaction product. The product is: [ClH:31].[OH:1][C:2]1[C:7]([CH2:8][CH2:9][CH3:10])=[C:6]([O:11][CH2:12][CH2:13][CH2:14][CH2:15][NH:16][C:17]2[CH:22]=[CH:21][C:20]([C:23]3[N:24]=[N:25][NH:26][N:27]=3)=[CH:19][CH:18]=2)[CH:5]=[CH:4][C:3]=1[C:28](=[O:30])[CH3:29]. (3) The product is: [F:6][O:5][P:3]([CH2:7][C:8]1[CH:13]=[CH:12][C:11]([CH2:14][N:15]([CH2:27][C:28]2[CH:33]=[CH:32][C:31]([C:34]3[CH:35]=[CH:36][C:37]([O:44][CH3:45])=[C:38]([CH:43]=3)[C:39]([OH:41])=[O:40])=[CH:30][CH:29]=2)[S:16]([C:19]2[CH:24]=[CH:23][CH:22]=[CH:21][C:20]=2[O:25][CH3:26])(=[O:17])=[O:18])=[CH:10][C:9]=1[Cl:46])([O:2][F:1])=[O:4]. Given the reactants [F:1][O:2][P:3]([CH2:7][C:8]1[CH:13]=[CH:12][C:11]([CH2:14][N:15]([CH2:27][C:28]2[CH:33]=[CH:32][C:31]([C:34]3[CH:35]=[CH:36][C:37]([O:44][CH3:45])=[C:38]([CH:43]=3)[C:39]([O:41]C)=[O:40])=[CH:30][CH:29]=2)[S:16]([C:19]2[CH:24]=[CH:23][CH:22]=[CH:21][C:20]=2[O:25][CH3:26])(=[O:18])=[O:17])=[CH:10][C:9]=1[Cl:46])([O:5][F:6])=[O:4], predict the reaction product. (4) Given the reactants Cl.[N:2]1([C:8]2[C:12]3[CH:13]=[CH:14][CH:15]=[CH:16][C:11]=3[O:10][N:9]=2)[CH2:7][CH2:6][NH:5][CH2:4][CH2:3]1.[Cl:17][CH2:18][CH2:19][C:20]1[CH:21]=[C:22]2[C:27](=[CH:28][CH:29]=1)[N:26]([CH3:30])[C:25](=[O:31])[CH2:24][C:23]2([CH3:33])[CH3:32], predict the reaction product. The product is: [ClH:17].[O:10]1[C:11]2[CH:16]=[CH:15][CH:14]=[CH:13][C:12]=2[C:8]([N:2]2[CH2:7][CH2:6][N:5]([CH2:18][CH2:19][C:20]3[CH:21]=[C:22]4[C:27](=[CH:28][CH:29]=3)[N:26]([CH3:30])[C:25](=[O:31])[CH2:24][C:23]4([CH3:32])[CH3:33])[CH2:4][CH2:3]2)=[N:9]1. (5) The product is: [NH2:9][C@@H:8]([CH2:17][NH:18][C:34](=[O:36])[NH:20][C:21]1[CH:26]=[C:25]([Cl:27])[CH:24]=[C:23]([S:28]([OH:31])(=[O:30])=[O:29])[C:22]=1[OH:32])[C:7]([OH:6])=[O:19]. Given the reactants Cl.C([O:6][C:7](=[O:19])[C@H:8]([CH2:17][NH2:18])[NH:9]C(OC(C)(C)C)=O)(C)(C)C.[NH2:20][C:21]1[C:22]([OH:32])=[C:23]([S:28]([OH:31])(=[O:30])=[O:29])[CH:24]=[C:25]([Cl:27])[CH:26]=1.Cl[C:34](Cl)([O:36]C(=O)OC(Cl)(Cl)Cl)Cl.N1C=CC=CC=1, predict the reaction product. (6) Given the reactants [CH3:1][C:2]([O-])(C)[CH3:3].[K+].[Br:7][C:8]1[CH:9]=[CH:10][C:11](=[O:14])[NH:12][CH:13]=1.C([O-])([O-])=O.[K+].[K+].IC(C)C, predict the reaction product. The product is: [Br:7][C:8]1[CH:9]=[CH:10][C:11](=[O:14])[N:12]([CH:2]([CH3:3])[CH3:1])[CH:13]=1. (7) Given the reactants [C:1]([O:5][C:6]([NH:8][C@@H:9]1[CH2:14][CH2:13][C@H:12]([C:15]([OH:17])=[O:16])[CH2:11][CH2:10]1)=[O:7])([CH3:4])([CH3:3])[CH3:2].[CH3:18][Si](C=[N+]=[N-])(C)C, predict the reaction product. The product is: [C:1]([O:5][C:6]([NH:8][C@@H:9]1[CH2:10][CH2:11][C@H:12]([C:15]([O:17][CH3:18])=[O:16])[CH2:13][CH2:14]1)=[O:7])([CH3:4])([CH3:2])[CH3:3]. (8) Given the reactants FC(F)(F)S(O[C:7]1[CH2:12][CH2:11][C:10]([CH3:14])([CH3:13])[C@H:9]([O:15][Si:16]([C:19]([CH3:22])([CH3:21])[CH3:20])([CH3:18])[CH3:17])[CH:8]=1)(=O)=O.[CH3:25][C:26]1([CH3:42])[C:30]([CH3:32])([CH3:31])[O:29][B:28]([B:28]2[O:29][C:30]([CH3:32])([CH3:31])[C:26]([CH3:42])([CH3:25])[O:27]2)[O:27]1.C([O-])(=O)C.[K+], predict the reaction product. The product is: [C:19]([Si:16]([O:15][C@H:9]1[C:10]([CH3:14])([CH3:13])[CH2:11][CH2:12][C:7]([B:28]2[O:29][C:30]([CH3:32])([CH3:31])[C:26]([CH3:42])([CH3:25])[O:27]2)=[CH:8]1)([CH3:18])[CH3:17])([CH3:22])([CH3:21])[CH3:20].